Task: Predict which catalyst facilitates the given reaction.. Dataset: Catalyst prediction with 721,799 reactions and 888 catalyst types from USPTO (1) Reactant: [CH3:1][O:2][C:3]1[CH:8]=[CH:7][C:6]([C:9]2[CH:14]=[C:13]([CH2:15][CH:16]3[CH2:21][CH2:20][O:19][CH2:18][CH2:17]3)[N:12]=[C:11]([N:22]3[CH2:27][CH2:26][N:25]([CH3:28])[CH2:24][CH2:23]3)[CH:10]=2)=[CH:5][CH:4]=1.[C:29]([OH:36])(=[O:35])/[CH:30]=[CH:31]/[C:32]([OH:34])=[O:33]. Product: [C:29]([OH:36])(=[O:35])/[CH:30]=[CH:31]/[C:32]([OH:34])=[O:33].[CH3:1][O:2][C:3]1[CH:8]=[CH:7][C:6]([C:9]2[CH:14]=[C:13]([CH2:15][CH:16]3[CH2:17][CH2:18][O:19][CH2:20][CH2:21]3)[N:12]=[C:11]([N:22]3[CH2:27][CH2:26][N:25]([CH3:28])[CH2:24][CH2:23]3)[CH:10]=2)=[CH:5][CH:4]=1. The catalyst class is: 32. (2) Reactant: [OH:1][C@:2]12[CH2:18][CH2:17][C@H:16]([C:19]3[CH:20]=[CH:21][C:22](=[O:25])[O:23][CH:24]=3)[C@@:15]1([CH3:26])[CH2:14][CH2:13][C@H:12]1[C@H:3]2[CH2:4][CH2:5][C@H:6]2[C@:11]1([CH3:27])[CH2:10][CH2:9][CH:8]([NH:28][CH3:29])[CH2:7]2.C([O-])(O)=O.[Na+].[CH:35]1[C:47]2[CH:46]([O:48][C:49](=[O:59])[N:50]([CH3:58])[C@@H:51]([CH:55]([CH3:57])[CH3:56])[C:52](Cl)=[O:53])[C:45]3[C:40](=[CH:41][CH:42]=[CH:43][CH:44]=3)[C:39]=2[CH:38]=[CH:37][CH:36]=1. Product: [CH:35]1[C:47]2[CH:46]([O:48][C:49](=[O:59])[N:50]([CH3:58])[C@H:51]([CH:55]([CH3:57])[CH3:56])[C:52]([N:28]([CH:8]3[CH2:7][C@@H:6]4[C@@:11]([CH3:27])([C@@H:12]5[C@@H:3]([CH2:4][CH2:5]4)[C@:2]4([OH:1])[C@@:15]([CH3:26])([C@@H:16]([C:19]6[CH:20]=[CH:21][C:22](=[O:25])[O:23][CH:24]=6)[CH2:17][CH2:18]4)[CH2:14][CH2:13]5)[CH2:10][CH2:9]3)[CH3:29])=[O:53])[C:45]3[C:40](=[CH:41][CH:42]=[CH:43][CH:44]=3)[C:39]=2[CH:38]=[CH:37][CH:36]=1. The catalyst class is: 2. (3) Reactant: [CH3:1][C:2]1[N:3]=[C:4]([NH2:7])[NH:5][N:6]=1.[O:8]1[CH2:13][CH2:12][O:11][C:10]2[CH:14]=[C:15]([C:18](=O)[CH2:19][C:20](OCC)=[O:21])[CH:16]=[CH:17][C:9]1=2. Product: [O:8]1[CH2:13][CH2:12][O:11][C:10]2[CH:14]=[C:15]([C:18]3[NH:7][C:4]4[N:5]([N:6]=[C:2]([CH3:1])[N:3]=4)[C:20](=[O:21])[CH:19]=3)[CH:16]=[CH:17][C:9]1=2. The catalyst class is: 15. (4) Reactant: F[C:2]1[CH:7]=[CH:6][C:5]([S:8]([CH3:11])(=[O:10])=[O:9])=[CH:4][C:3]=1[N+:12]([O-:14])=[O:13].[CH3:15][C:16]([OH:20])([CH2:18][NH2:19])[CH3:17].C(N(C(C)C)CC)(C)C. Product: [CH3:15][C:16]([OH:20])([CH3:17])[CH2:18][NH:19][C:2]1[CH:7]=[CH:6][C:5]([S:8]([CH3:11])(=[O:10])=[O:9])=[CH:4][C:3]=1[N+:12]([O-:14])=[O:13]. The catalyst class is: 3. (5) Reactant: Cl[C:2]1[N:7]=[CH:6][N:5]=[C:4]([NH:8][C:9]2[CH:14]=[CH:13][C:12]([P:15]([CH3:18])([CH3:17])=[O:16])=[CH:11][CH:10]=2)[N:3]=1.C(N(CC)CC)C.[CH3:26][N:27]1[CH2:32][CH2:31][NH:30][CH2:29][CH2:28]1. Product: [CH3:17][P:15]([C:12]1[CH:13]=[CH:14][C:9]([NH:8][C:4]2[N:3]=[C:2]([N:30]3[CH2:31][CH2:32][N:27]([CH3:26])[CH2:28][CH2:29]3)[N:7]=[CH:6][N:5]=2)=[CH:10][CH:11]=1)([CH3:18])=[O:16]. The catalyst class is: 8. (6) Reactant: Br[C:2]1[C:7]([NH:8][C:9](=[O:15])[O:10][C:11]([CH3:14])([CH3:13])[CH3:12])=[CH:6][CH:5]=[C:4]([C:16]2[CH:21]=[CH:20][CH:19]=[CH:18][CH:17]=2)[N:3]=1.C([Li])CCC.[CH:27](N1CCCCC1)=[O:28]. Product: [CH:27]([C:2]1[C:7]([NH:8][C:9](=[O:15])[O:10][C:11]([CH3:14])([CH3:13])[CH3:12])=[CH:6][CH:5]=[C:4]([C:16]2[CH:21]=[CH:20][CH:19]=[CH:18][CH:17]=2)[N:3]=1)=[O:28]. The catalyst class is: 1.